From a dataset of Full USPTO retrosynthesis dataset with 1.9M reactions from patents (1976-2016). Predict the reactants needed to synthesize the given product. Given the product [C:1]([O:5][C:6]([NH:8][C@@H:9]1[CH2:14][CH2:13][CH2:12][N:11]([C:31]([O:33][CH2:34][C:35]2[CH:40]=[CH:39][CH:38]=[CH:37][CH:36]=2)=[O:32])[C@H:10]1[CH2:15][C:16]([O:18][CH2:19][CH3:20])=[O:17])=[O:7])([CH3:4])([CH3:3])[CH3:2], predict the reactants needed to synthesize it. The reactants are: [C:1]([O:5][C:6]([NH:8][CH:9]1[CH2:14][CH2:13][CH2:12][NH:11][CH:10]1[CH2:15][C:16]([O:18][CH2:19][CH3:20])=[O:17])=[O:7])([CH3:4])([CH3:3])[CH3:2].CCN(C(C)C)C(C)C.Cl[C:31]([O:33][CH2:34][C:35]1[CH:40]=[CH:39][CH:38]=[CH:37][CH:36]=1)=[O:32].